This data is from TCR-epitope binding with 47,182 pairs between 192 epitopes and 23,139 TCRs. The task is: Binary Classification. Given a T-cell receptor sequence (or CDR3 region) and an epitope sequence, predict whether binding occurs between them. (1) The epitope is YLQPRTFLL. The TCR CDR3 sequence is CAASDPNTGELFF. Result: 1 (the TCR binds to the epitope). (2) The epitope is SFHSLHLLF. The TCR CDR3 sequence is CASSYPGQAGETQYF. Result: 0 (the TCR does not bind to the epitope).